Task: Regression. Given two drug SMILES strings and cell line genomic features, predict the synergy score measuring deviation from expected non-interaction effect.. Dataset: NCI-60 drug combinations with 297,098 pairs across 59 cell lines (1) Drug 1: C1=CC(=CC=C1CCC2=CNC3=C2C(=O)NC(=N3)N)C(=O)NC(CCC(=O)O)C(=O)O. Drug 2: CC(CN1CC(=O)NC(=O)C1)N2CC(=O)NC(=O)C2. Cell line: M14. Synergy scores: CSS=16.9, Synergy_ZIP=-8.16, Synergy_Bliss=-7.35, Synergy_Loewe=-13.2, Synergy_HSA=-5.13. (2) Cell line: SNB-19. Synergy scores: CSS=10.8, Synergy_ZIP=-6.39, Synergy_Bliss=-19.8, Synergy_Loewe=-23.5, Synergy_HSA=-21.2. Drug 1: C1=CC(=CC=C1CCCC(=O)O)N(CCCl)CCCl. Drug 2: COC1=C2C(=CC3=C1OC=C3)C=CC(=O)O2. (3) Drug 1: CNC(=O)C1=CC=CC=C1SC2=CC3=C(C=C2)C(=NN3)C=CC4=CC=CC=N4. Drug 2: CC1C(C(CC(O1)OC2CC(CC3=C2C(=C4C(=C3O)C(=O)C5=CC=CC=C5C4=O)O)(C(=O)C)O)N)O. Cell line: NCI/ADR-RES. Synergy scores: CSS=8.35, Synergy_ZIP=-5.80, Synergy_Bliss=-1.42, Synergy_Loewe=-19.9, Synergy_HSA=-2.50. (4) Drug 1: CN(C(=O)NC(C=O)C(C(C(CO)O)O)O)N=O. Drug 2: CC1=C(C(=O)C2=C(C1=O)N3CC4C(C3(C2COC(=O)N)OC)N4)N. Cell line: CAKI-1. Synergy scores: CSS=19.0, Synergy_ZIP=-5.34, Synergy_Bliss=1.86, Synergy_Loewe=-22.7, Synergy_HSA=1.22. (5) Drug 1: CCCCC(=O)OCC(=O)C1(CC(C2=C(C1)C(=C3C(=C2O)C(=O)C4=C(C3=O)C=CC=C4OC)O)OC5CC(C(C(O5)C)O)NC(=O)C(F)(F)F)O. Drug 2: CCN(CC)CCCC(C)NC1=C2C=C(C=CC2=NC3=C1C=CC(=C3)Cl)OC. Cell line: SK-MEL-28. Synergy scores: CSS=69.3, Synergy_ZIP=-2.33, Synergy_Bliss=-5.00, Synergy_Loewe=-6.97, Synergy_HSA=-3.68. (6) Drug 1: CC(CN1CC(=O)NC(=O)C1)N2CC(=O)NC(=O)C2. Drug 2: N.N.Cl[Pt+2]Cl. Cell line: NCI-H460. Synergy scores: CSS=44.7, Synergy_ZIP=3.54, Synergy_Bliss=6.18, Synergy_Loewe=2.64, Synergy_HSA=5.44.